This data is from Forward reaction prediction with 1.9M reactions from USPTO patents (1976-2016). The task is: Predict the product of the given reaction. Given the reactants [CH2:1]([O:5][C:6]1[N:14]=[C:13]2[C:9]([N:10]=[C:11]([O:19][CH3:20])[N:12]2[CH2:15][CH2:16][CH2:17]Cl)=[C:8]([NH2:21])[N:7]=1)[CH2:2][CH2:3][CH3:4].Br.Br.[CH2:24]([N:27]1[CH2:32][CH2:31][NH:30][CH2:29][CH2:28]1)[CH2:25][CH3:26].C(N(CC)C(C)C)(C)C, predict the reaction product. The product is: [CH2:1]([O:5][C:6]1[N:14]=[C:13]2[C:9]([N:10]=[C:11]([O:19][CH3:20])[N:12]2[CH2:15][CH2:16][CH2:17][N:30]2[CH2:31][CH2:32][N:27]([CH2:24][CH2:25][CH3:26])[CH2:28][CH2:29]2)=[C:8]([NH2:21])[N:7]=1)[CH2:2][CH2:3][CH3:4].